From a dataset of CYP3A4 inhibition data for predicting drug metabolism from PubChem BioAssay. Regression/Classification. Given a drug SMILES string, predict its absorption, distribution, metabolism, or excretion properties. Task type varies by dataset: regression for continuous measurements (e.g., permeability, clearance, half-life) or binary classification for categorical outcomes (e.g., BBB penetration, CYP inhibition). Dataset: cyp3a4_veith. The compound is CC(C)=CCC/C(C)=C/CO/N=C1/C[C@@H](O)[C@@H](O)[C@H]2[C@@H]1CC[C@@H]1C(=O)N(Cc3ccc4c(c3)OCO4)C(=O)[C@H]12. The result is 1 (inhibitor).